From a dataset of Full USPTO retrosynthesis dataset with 1.9M reactions from patents (1976-2016). Predict the reactants needed to synthesize the given product. The reactants are: [H-].[Na+].CO.[C:5](/[C:8](=[C:13](\[C:15]1[C:24]([NH:25][C:26]([O:28]CC)=O)=[CH:23][C:22]2[CH2:21][CH2:20][CH2:19][CH2:18][C:17]=2[CH:16]=1)/[OH:14])/C(OC)=O)(=[O:7])[CH3:6]. Given the product [C:5]([C:8]1[C:26](=[O:28])[NH:25][C:24]2[C:15]([C:13]=1[OH:14])=[CH:16][C:17]1[CH2:18][CH2:19][CH2:20][CH2:21][C:22]=1[CH:23]=2)(=[O:7])[CH3:6], predict the reactants needed to synthesize it.